This data is from Peptide-MHC class II binding affinity with 134,281 pairs from IEDB. The task is: Regression. Given a peptide amino acid sequence and an MHC pseudo amino acid sequence, predict their binding affinity value. This is MHC class II binding data. (1) The peptide sequence is EKKYEAATQFEPLAA. The MHC is HLA-DQA10301-DQB10302 with pseudo-sequence HLA-DQA10301-DQB10302. The binding affinity (normalized) is 0.314. (2) The peptide sequence is GELQAVDKIDAAFKI. The MHC is DRB1_1101 with pseudo-sequence DRB1_1101. The binding affinity (normalized) is 0.615. (3) The peptide sequence is LGQTIRNSRWSSPDN. The MHC is DRB1_1001 with pseudo-sequence DRB1_1001. The binding affinity (normalized) is 0.220. (4) The peptide sequence is KKLALSLASVAMCRTPF. The MHC is HLA-DQA10201-DQB10303 with pseudo-sequence HLA-DQA10201-DQB10303. The binding affinity (normalized) is 0.628. (5) The peptide sequence is AAAAGWQTLSAALDA. The MHC is DRB1_0404 with pseudo-sequence DRB1_0404. The binding affinity (normalized) is 0.619.